Dataset: Forward reaction prediction with 1.9M reactions from USPTO patents (1976-2016). Task: Predict the product of the given reaction. (1) Given the reactants [N:1]1[CH:6]=[CH:5][CH:4]=[CH:3][C:2]=1[CH:7]=O.[NH2:9][C:10]1[CH:11]=[C:12]([CH:17]=[CH:18][C:19]=1[NH2:20])[C:13]([O:15][CH3:16])=[O:14], predict the reaction product. The product is: [N:1]1[CH:6]=[CH:5][CH:4]=[CH:3][C:2]=1[C:7]1[NH:20][C:19]2[CH:18]=[CH:17][C:12]([C:13]([O:15][CH3:16])=[O:14])=[CH:11][C:10]=2[N:9]=1. (2) Given the reactants [F:1][C:2]([F:17])([F:16])[C:3]1[CH:15]=[CH:14][C:6]2[C:7](=O)[NH:8][CH2:9][C:10](=O)[NH:11][C:5]=2[CH:4]=1.[H-].[Al+3].[Li+].[H-].[H-].[H-], predict the reaction product. The product is: [F:17][C:2]([F:1])([F:16])[C:3]1[CH:15]=[CH:14][C:6]2[CH2:7][NH:8][CH2:9][CH2:10][NH:11][C:5]=2[CH:4]=1. (3) Given the reactants [H-].[H-].[H-].[H-].[Li+].[Al+3].C[O:8][C:9](=O)[CH:10]([CH3:20])[CH2:11][N:12]1[CH:17]=[CH:16][C:15]([Br:18])=[CH:14][C:13]1=[O:19], predict the reaction product. The product is: [Br:18][C:15]1[CH:16]=[CH:17][N:12]([CH2:11][CH:10]([CH3:20])[CH2:9][OH:8])[C:13](=[O:19])[CH:14]=1. (4) Given the reactants [C:1]1([C:23]2[CH:28]=[CH:27][CH:26]=[CH:25][CH:24]=2)[CH:6]=[CH:5][C:4]([CH2:7][S:8]([NH:11]CC2C=CC(OC)=CC=2OC)(=[O:10])=[O:9])=[CH:3][CH:2]=1.C([Li])CCC.[O:34]1[CH2:37][C:36](=[O:38])[CH2:35]1.FC(F)(F)C(O)=O, predict the reaction product. The product is: [C:1]1([C:23]2[CH:24]=[CH:25][CH:26]=[CH:27][CH:28]=2)[CH:2]=[CH:3][C:4]([CH:7]([C:36]2([OH:38])[CH2:37][O:34][CH2:35]2)[S:8]([NH2:11])(=[O:9])=[O:10])=[CH:5][CH:6]=1.